Predict the product of the given reaction. From a dataset of Forward reaction prediction with 1.9M reactions from USPTO patents (1976-2016). Given the reactants [F:1][C:2]1[C:3]([C:22]2[S:26][C:25]([C:27]3([OH:31])[CH2:30][CH2:29][CH2:28]3)=[N:24][CH:23]=2)=[C:4]2[CH:10]=[C:9](I)[N:8]([S:12]([C:15]3[CH:21]=[CH:20][C:18]([CH3:19])=[CH:17][CH:16]=3)(=[O:14])=[O:13])[C:5]2=[N:6][CH:7]=1.C([Sn](CCCC)(CCCC)[C:37]1[S:41][C:40]([C:42]23[CH2:49][N:46]([CH2:47][CH2:48]2)[CH2:45][CH2:44][O:43]3)=[N:39][CH:38]=1)CCC, predict the reaction product. The product is: [N:46]12[CH2:49][C:42]([C:40]3[S:41][C:37]([C:9]4[N:8]([S:12]([C:15]5[CH:16]=[CH:17][C:18]([CH3:19])=[CH:20][CH:21]=5)(=[O:14])=[O:13])[C:5]5=[N:6][CH:7]=[C:2]([F:1])[C:3]([C:22]6[S:26][C:25]([C:27]7([OH:31])[CH2:28][CH2:29][CH2:30]7)=[N:24][CH:23]=6)=[C:4]5[CH:10]=4)=[CH:38][N:39]=3)([CH2:48][CH2:47]1)[O:43][CH2:44][CH2:45]2.